The task is: Predict the product of the given reaction.. This data is from Forward reaction prediction with 1.9M reactions from USPTO patents (1976-2016). (1) Given the reactants [Br:1][C:2]1[CH:3]=[C:4]([C:7](=[O:12])C(Cl)(Cl)Cl)[NH:5][CH:6]=1.[NH3:13], predict the reaction product. The product is: [Br:1][C:2]1[CH:3]=[C:4]([C:7]([NH2:13])=[O:12])[NH:5][CH:6]=1. (2) Given the reactants CC([O-])(C)C.[K+].[C:7]([C:10]1[CH:15]=[CH:14][CH:13]=[CH:12][CH:11]=1)(=[O:9])[CH3:8].C[O:17][C:18](=O)[C:19]1[CH:24]=[CH:23][C:22]([F:25])=[C:21]([CH3:26])[CH:20]=1, predict the reaction product. The product is: [F:25][C:22]1[CH:23]=[CH:24][C:19]([C:18](=[O:17])[CH2:8][C:7]([C:10]2[CH:15]=[CH:14][CH:13]=[CH:12][CH:11]=2)=[O:9])=[CH:20][C:21]=1[CH3:26]. (3) The product is: [CH3:19][C:14]1[CH:13]=[C:12]([C:7]2[CH:6]=[CH:5][C:4]3[C:9](=[CH:10][CH:11]=[C:2]([Ge:26]([CH3:29])([CH3:28])[CH3:27])[CH:3]=3)[N:8]=2)[CH:17]=[C:16]([CH3:18])[CH:15]=1. Given the reactants Br[C:2]1[CH:3]=[C:4]2[C:9](=[CH:10][CH:11]=1)[N:8]=[C:7]([C:12]1[CH:17]=[C:16]([CH3:18])[CH:15]=[C:14]([CH3:19])[CH:13]=1)[CH:6]=[CH:5]2.[Li]CCCC.Cl[Ge:26]([CH3:29])([CH3:28])[CH3:27], predict the reaction product.